From a dataset of Forward reaction prediction with 1.9M reactions from USPTO patents (1976-2016). Predict the product of the given reaction. (1) Given the reactants Cl[S:2]([C:5]1[CH:6]=[C:7]([CH:12]=[C:13]([C:15]([F:18])([F:17])[F:16])[CH:14]=1)[C:8]([O:10][CH3:11])=[O:9])(=[O:4])=[O:3].CCN(C(C)C)C(C)C.[NH:28]1[CH2:33][CH2:32][O:31][CH2:30][CH2:29]1.[NH4+].[Cl-], predict the reaction product. The product is: [O:31]1[CH2:32][CH2:33][N:28]([S:2]([C:5]2[CH:6]=[C:7]([CH:12]=[C:13]([C:15]([F:18])([F:17])[F:16])[CH:14]=2)[C:8]([O:10][CH3:11])=[O:9])(=[O:4])=[O:3])[CH2:29][CH2:30]1. (2) The product is: [Cl:3][CH2:19][C:16]1[CH:17]=[CH:18][C:13]([C:10]2[CH:11]=[CH:12][C:7]([C:6]([F:22])([F:21])[F:5])=[CH:8][CH:9]=2)=[CH:14][CH:15]=1. Given the reactants S(Cl)([Cl:3])=O.[F:5][C:6]([F:22])([F:21])[C:7]1[CH:12]=[CH:11][C:10]([C:13]2[CH:18]=[CH:17][C:16]([CH2:19]O)=[CH:15][CH:14]=2)=[CH:9][CH:8]=1, predict the reaction product. (3) Given the reactants [C:1]([O:5][C:6]([N:8]1[CH2:13][CH2:12][CH:11]([NH:14][CH:15]2[CH2:17][CH2:16]2)[CH2:10][CH2:9]1)=[O:7])([CH3:4])([CH3:3])[CH3:2].C(N(C(C)C)C(C)C)C.[Cl:27][C:28]1[N:29]=[CH:30][C:31]([C:34](Cl)=[O:35])=[N:32][CH:33]=1.O, predict the reaction product. The product is: [C:1]([O:5][C:6]([N:8]1[CH2:13][CH2:12][CH:11]([N:14]([C:34]([C:31]2[CH:30]=[N:29][C:28]([Cl:27])=[CH:33][N:32]=2)=[O:35])[CH:15]2[CH2:16][CH2:17]2)[CH2:10][CH2:9]1)=[O:7])([CH3:4])([CH3:2])[CH3:3]. (4) Given the reactants N12CCCN=C1CCCCC2.Cl.[NH2:13][CH2:14][C:15]1[CH:23]=[CH:22][CH:21]=[C:20]2[C:16]=1[CH2:17][N:18]([CH:25]1[CH2:30][CH2:29][C:28](=[O:31])[NH:27][C:26]1=[O:32])[C:19]2=[O:24].[CH3:33][CH2:34][CH2:35][C:36](Cl)=[O:37], predict the reaction product. The product is: [O:32]=[C:26]1[CH:25]([N:18]2[CH2:17][C:16]3[C:20](=[CH:21][CH:22]=[CH:23][C:15]=3[CH2:14][NH:13][C:36](=[O:37])[CH2:35][CH2:34][CH3:33])[C:19]2=[O:24])[CH2:30][CH2:29][C:28](=[O:31])[NH:27]1. (5) Given the reactants COC1C=CC(C[O:8][CH:9]([C:20]2[CH:25]=[CH:24][CH:23]=[CH:22][C:21]=2[O:26][CH2:27][O:28][CH3:29])[CH2:10][CH:11]2[CH2:18][CH2:17][CH2:16][C:15](=[O:19])[CH:14]=[CH:13][CH2:12]2)=CC=1.ClC1C(=O)C(C#N)=C(C#N)C(=O)C=1Cl, predict the reaction product. The product is: [OH:8][CH:9]([C:20]1[CH:25]=[CH:24][CH:23]=[CH:22][C:21]=1[O:26][CH2:27][O:28][CH3:29])[CH2:10][CH:11]1[CH2:18][CH2:17][CH2:16][C:15](=[O:19])[CH:14]=[CH:13][CH2:12]1. (6) Given the reactants [CH:1]1([N:4]2[C:13]3[C:8](=[CH:9][C:10]([F:17])=[C:11]([Cl:16])[C:12]=3[O:14][CH3:15])[C:7](=[O:18])[C:6]([C:19]([O:21]CC)=[O:20])=[CH:5]2)[CH2:3][CH2:2]1.C([O-])(=O)C.S(=O)(=O)(O)O, predict the reaction product. The product is: [CH:1]1([N:4]2[C:13]3[C:8](=[CH:9][C:10]([F:17])=[C:11]([Cl:16])[C:12]=3[O:14][CH3:15])[C:7](=[O:18])[C:6]([C:19]([OH:21])=[O:20])=[CH:5]2)[CH2:2][CH2:3]1.